From a dataset of PAMPA (Parallel Artificial Membrane Permeability Assay) permeability data from NCATS. Regression/Classification. Given a drug SMILES string, predict its absorption, distribution, metabolism, or excretion properties. Task type varies by dataset: regression for continuous measurements (e.g., permeability, clearance, half-life) or binary classification for categorical outcomes (e.g., BBB penetration, CYP inhibition). Dataset: pampa_ncats. The compound is COC1=CC=CC(=C1)NC(=O)C2=CC=CC3=C2NC4=C(C3=O)CCCC4. The result is 1 (high permeability).